Dataset: Drug-target binding data from BindingDB using IC50 measurements. Task: Regression. Given a target protein amino acid sequence and a drug SMILES string, predict the binding affinity score between them. We predict pIC50 (pIC50 = -log10(IC50 in M); higher means more potent). Dataset: bindingdb_ic50. (1) The compound is O=C1NC(=O)C2(Cc3ccccc3C2)N1. The target protein sequence is AHNIVLYTGAKMPILGLGTWKSPPGKVTEAVKVAIDLGYRHIDCAHVYQNENEVGLALQAKLQEQVVKREDLFIVSKLWCTYHDKDLVKGACQKTLSDLKLDYLDLYLIHWPTGFKPGKDFFPLDEDGNVIPSEKDFVDTWTAMEELVDEGLVKAIGVSNFNHLQVEKILNKPGLKYKPAVNQIECHPYLTQEKLIQYCNSKGIVVTAYSPLGSPDRPWAKPEDPSILEDPRIKAIADKYNKTTAQVLIRFPIQRNLIVIPKSVTPERIAENFQVFDFELDKEDMNTLLSYNRDWRACALVSCASHRDYPFHEEF. The pIC50 is 4.0. (2) The target protein sequence is MRFKKISCLLLPPLFIFSSSIYAGNTPKEQEIKKLVDQNFKPLLEKYDVPGMAVGVIQNNKKYEMYYGLQSVQDKKAVNSNTIFELGSVSKLFTATAGGYAKTKGTISFNDTPGKYWKELKNTPIDQVNLLQLATYTSGNLALQFPDEVKTDQQVLTFFKEWKPKNPIGEYRQYSNPSIGLFGKVVALSMNKPFDQVLEKTIFPDLGLKHSYVNVPKTQMQNYAFGYNQENQPIRVNPGPLDAPAYGVKSTLPDMLSFINANLNPQKYPANIQRAINETHQGFYQVGTMYQALGWEEFSYPALLQTLLDSNSEQIVMKPNKVTAISKEPSVKMFHKTGSTNGFGTYVVFIPKENIGLVMLTNKRIPNEERIKAAYAVLNAIKK. The pIC50 is 2.8. The compound is O=C(O)[C@H]1/C(=C/CO)O[C@@H]2CC(=O)N21. (3) The small molecule is COc1ccc(-c2oc3c(CCC(C)C)c(O)cc(O)c3c(=O)c2O[C@@H]2O[C@@H](C)[C@H](O)[C@@H](O)[C@H]2O)cc1. The target protein sequence is MERAGPSFGQQRQQQQPQQQKQQQRDQDSVEAWLDDHWDFTFSYFVRKATREMVNAWFAERVHTIPVCKEGIRGHTESCSCPLQQSPRADNSAPGTPTRKISASEFDRPLRPIVVKDSEGTVSFLSDSEKKEQMPLTPPRFDHDEGDQCSRLLELVKDISSHLDVTALCHKIFLHIHGLISADRYSLFLVCEDSSNDKFLISRLFDVAEGSTLEEVSNNCIRLEWNKGIVGHVAALGEPLNIKDAYEDPRFNAEVDQITGYKTQSILCMPIKNHREEVVGVAQAINKKSGNGGTFTEKDEKDFAAYLAFCGIVLHNAQLYETSLLENKRNQVLLDLASLIFEEQQSLEVILKKIAATIISFMQVQKCTIFIVDEDCSDSFSSVFHMECEELEKSSDTLTREHDANKINYMYAQYVKNTMEPLNIPDVSKDKRFPWTTENTGNVNQQCIRSLLCTPIKNGKKNKVIGVCQLVNKMEENTGKVKPFNRNDEQFLEAFVIFCG.... The pIC50 is 5.6. (4) The compound is NCCCc1cc(CO)cc(OCC2CCCCC2)c1. The target protein (Q16518) has sequence MSIQVEHPAGGYKKLFETVEELSSPLTAHVTGRIPLWLTGSLLRCGPGLFEVGSEPFYHLFDGQALLHKFDFKEGHVTYHRRFIRTDAYVRAMTEKRIVITEFGTCAFPDPCKNIFSRFFSYFRGVEVTDNALVNVYPVGEDYYACTETNFITKINPETLETIKQVDLCNYVSVNGATAHPHIENDGTVYNIGNCFGKNFSIAYNIVKIPPLQADKEDPISKSEIVVQFPCSDRFKPSYVHSFGLTPNYIVFVETPVKINLFKFLSSWSLWGANYMDCFESNETMGVWLHIADKKRKKYLNNKYRTSPFNLFHHINTYEDNGFLIVDLCCWKGFEFVYNYLYLANLRENWEEVKKNARKAPQPEVRRYVLPLNIDKADTGKNLVTLPNTTATAILCSDETIWLEPEVLFSGPRQAFEFPQINYQKYCGKPYTYAYGLGLNHFVPDRLCKLNVKTKETWVWQEPDSYPSEPIFVSHPDALEEDDGVVLSVVVSPGAGQKPA.... The pIC50 is 5.3. (5) The small molecule is Cc1ccc(C(=O)NC(Cc2ccc(C(F)(F)P(=O)(O)O)cc2)C(=O)NC(CCCNC(=O)c2cccc(I)c2)C(N)=O)cc1Br. The target protein sequence is SVHVPGPHAMTIQELVDYVNARQKQGIYEEYEDIRRENPVGTFHCSMSPGNLEKNRYGDVPCLDQTRVKLTKRSGHTQTDYINASFMDGYKQKNAYIGTQGPLENTYRDFWLMVWEQKVLVIVMTTRFEEGGRRKCGQYWPLEKDSRIRFGFLTVTNLGVENMNHYKKTTLEIHNTEERQKRQVTHFQFLSWPDYGVPSSAASLIDFLRVVRNQQSLAVSNMGARSKGQCPEPPIVVHCSAGIGRTGTFCSLDICLAQLEELGTLNVFQTVSRMRTQRAFSIQTPEQYYFCYKAILEFAEKEGMVS. The pIC50 is 6.6.